From a dataset of Peptide-MHC class I binding affinity with 185,985 pairs from IEDB/IMGT. Regression. Given a peptide amino acid sequence and an MHC pseudo amino acid sequence, predict their binding affinity value. This is MHC class I binding data. (1) The peptide sequence is LLLAILGPL. The MHC is HLA-A68:01 with pseudo-sequence HLA-A68:01. The binding affinity (normalized) is 0. (2) The peptide sequence is KQWSWFSLL. The MHC is HLA-A02:01 with pseudo-sequence HLA-A02:01. The binding affinity (normalized) is 0.556. (3) The peptide sequence is MMNITRLEV. The MHC is HLA-A02:01 with pseudo-sequence HLA-A02:01. The binding affinity (normalized) is 0.724. (4) The peptide sequence is AAIDLSHFL. The MHC is HLA-A11:01 with pseudo-sequence HLA-A11:01. The binding affinity (normalized) is 0.0263. (5) The peptide sequence is LTNAWGMVL. The MHC is Mamu-A01 with pseudo-sequence Mamu-A01. The binding affinity (normalized) is 0.605. (6) The peptide sequence is AVSFRNLAY. The binding affinity (normalized) is 0.213. The MHC is HLA-B18:01 with pseudo-sequence HLA-B18:01. (7) The peptide sequence is SVLCVKKFYK. The MHC is HLA-A33:01 with pseudo-sequence HLA-A33:01. The binding affinity (normalized) is 0.769. (8) The peptide sequence is QSDIAGAIH. The MHC is HLA-A69:01 with pseudo-sequence HLA-A69:01. The binding affinity (normalized) is 0.0847.